This data is from Full USPTO retrosynthesis dataset with 1.9M reactions from patents (1976-2016). The task is: Predict the reactants needed to synthesize the given product. The reactants are: [CH3:16][C:11]1([CH3:17])[C:12]([CH3:15])([CH3:14])[O:13][B:9]([B:9]2[O:13][C:12]([CH3:15])([CH3:14])[C:11]([CH3:17])([CH3:16])[O:10]2)[O:10]1.ClCCl.[C:22]([O-:25])(=O)[CH3:23].[K+].[C:27]([O:30][CH2:31][CH3:32])(=O)C. Given the product [CH3:27][O:30][CH2:31][CH2:32][O:25][C:22]1[CH:23]=[CH:14][C:12]([B:9]2[O:10][C:11]([CH3:16])([CH3:17])[C:12]([CH3:14])([CH3:15])[O:13]2)=[C:11]([CH3:17])[CH:16]=1, predict the reactants needed to synthesize it.